Predict the product of the given reaction. From a dataset of Forward reaction prediction with 1.9M reactions from USPTO patents (1976-2016). (1) Given the reactants [Br:1][C:2]1[CH:7]=[CH:6][N:5]2[C:8]([C:11](NC3C=C(C=CC=3F)C(O)=O)=[O:12])=[CH:9][N:10]=[C:4]2[CH:3]=1.S(Cl)(Cl)=O.[NH2:28][C:29]1[CH:30]=[C:31]([CH:36]=[CH:37][C:38]=1[CH3:39])[C:32]([O:34][CH3:35])=[O:33].N1C=CC=CC=1, predict the reaction product. The product is: [Br:1][C:2]1[CH:7]=[CH:6][N:5]2[C:8]([C:11]([NH:28][C:29]3[CH:30]=[C:31]([CH:36]=[CH:37][C:38]=3[CH3:39])[C:32]([O:34][CH3:35])=[O:33])=[O:12])=[CH:9][N:10]=[C:4]2[CH:3]=1. (2) Given the reactants [C:1]1(=O)O[C:5](=[O:6])[C:4]2=[CH:8][CH:9]=[CH:10][CH:11]=[C:3]2[CH2:2]1.[C:13]([C:15]1[CH:22]=[CH:21][CH:20]=[CH:19][C:16]=1CBr)#[N:14].C(N(CC)CC)C, predict the reaction product. The product is: [O:6]=[C:5]1[C:4]2[C:3](=[CH:11][CH:10]=[CH:9][CH:8]=2)[C:2]2[CH2:1][C:16]3[CH:19]=[CH:20][CH:21]=[CH:22][C:15]=3[C:13]=2[NH:14]1. (3) The product is: [CH:37]1([NH:38][C:17](=[O:19])[C:16]2[CH:20]=[CH:21][C:22]([CH3:23])=[C:14]([C:10]3[CH:9]=[C:8]4[C:13](=[CH:12][CH:11]=3)[C:4]([CH:1]([CH3:2])[CH3:3])=[N:5][N:6]=[CH:7]4)[CH:15]=2)[CH2:35][CH2:36]1. Given the reactants [CH:1]([C:4]1[C:13]2[C:8](=[CH:9][C:10]([C:14]3[CH:15]=[C:16]([CH:20]=[CH:21][C:22]=3[CH3:23])[C:17]([OH:19])=O)=[CH:11][CH:12]=2)[CH:7]=[N:6][N:5]=1)([CH3:3])[CH3:2].CN(C(ON1N=NC2[CH:35]=[CH:36][CH:37]=[N:38]C1=2)=[N+](C)C)C.F[P-](F)(F)(F)(F)F.CN(C)C=O.C1(N)CC1, predict the reaction product. (4) Given the reactants I[C:2]1[CH:3]=[C:4]2[C:18](=[CH:19][CH:20]=1)[CH2:17][C:6]1([O:11][C:10](=[O:12])[NH:9][C:8]3[N:13]=[CH:14][CH:15]=[CH:16][C:7]1=3)[CH2:5]2.[C:21]([O-:24])(=[O:23])C.[Na+].[CH2:26](Cl)Cl.[C]=O, predict the reaction product. The product is: [O:12]=[C:10]1[NH:9][C:8]2[N:13]=[CH:14][CH:15]=[CH:16][C:7]=2[C:6]2([CH2:5][C:4]3[C:18](=[CH:19][CH:20]=[C:2]([C:21]([O:24][CH3:26])=[O:23])[CH:3]=3)[CH2:17]2)[O:11]1. (5) Given the reactants [CH3:1][O:2][C:3]1[CH:8]=[CH:7][CH:6]=[CH:5][C:4]=1[C:9]1[N:17]2[C:12]([CH:13]=[N:14][C:15]([OH:18])=[N:16]2)=[CH:11][CH:10]=1.C(Cl)Cl.C(N(CC)C(C)C)(C)C.[F:31][C:32]([F:45])([F:44])[S:33](O[S:33]([C:32]([F:45])([F:44])[F:31])(=[O:35])=[O:34])(=[O:35])=[O:34], predict the reaction product. The product is: [CH3:1][O:2][C:3]1[CH:8]=[CH:7][CH:6]=[CH:5][C:4]=1[C:9]1[N:17]2[C:12]([CH:13]=[N:14][C:15]([O:18][S:33]([C:32]([F:45])([F:44])[F:31])(=[O:35])=[O:34])=[N:16]2)=[CH:11][CH:10]=1. (6) Given the reactants [Br:1][C:2]1[CH:7]=[CH:6][CH:5]=[CH:4][C:3]=1[OH:8].C(=O)([O-])[O-].[K+].[K+].[CH2:15](Br)[C:16]1[CH:21]=[CH:20][CH:19]=[CH:18][CH:17]=1, predict the reaction product. The product is: [Br:1][C:2]1[CH:7]=[CH:6][CH:5]=[CH:4][C:3]=1[O:8][CH2:15][C:16]1[CH:21]=[CH:20][CH:19]=[CH:18][CH:17]=1. (7) Given the reactants [F:1][C:2]1[CH:7]=[CH:6][C:5]([NH:8][C:9]([C:11]2([C:14]([OH:16])=O)[CH2:13][CH2:12]2)=[O:10])=[CH:4][CH:3]=1.C1(C(O)=O)(C(O)=O)CC1.FC1C=CC([NH2:31])=CC=1.C(Cl)(=O)C(Cl)=O.[I:40][C:41]1[S:49][C:48]2[C:43](=[N:44][CH:45]=[CH:46][C:47]=2[O:50][C:51]2[CH:56]=[CH:55][C:54](N)=[CH:53][CH:52]=2)[CH:42]=1.C([O-])(O)=O.[Na+], predict the reaction product. The product is: [F:1][C:2]1[CH:3]=[CH:4][C:5]([N:8]([C:54]2[CH:55]=[CH:56][C:51]([O:50][C:47]3[CH:46]=[CH:45][N:44]=[C:43]4[CH:42]=[C:41]([I:40])[S:49][C:48]=34)=[CH:52][CH:53]=2)[C:9]([C:11]2([C:14]([NH2:31])=[O:16])[CH2:12][CH2:13]2)=[O:10])=[CH:6][CH:7]=1.